This data is from NCI-60 drug combinations with 297,098 pairs across 59 cell lines. The task is: Regression. Given two drug SMILES strings and cell line genomic features, predict the synergy score measuring deviation from expected non-interaction effect. (1) Drug 1: C1=NC2=C(N=C(N=C2N1C3C(C(C(O3)CO)O)F)Cl)N. Drug 2: CN(C(=O)NC(C=O)C(C(C(CO)O)O)O)N=O. Cell line: UACC-257. Synergy scores: CSS=6.17, Synergy_ZIP=-2.45, Synergy_Bliss=-0.999, Synergy_Loewe=-17.4, Synergy_HSA=-0.433. (2) Drug 1: C1=C(C(=O)NC(=O)N1)N(CCCl)CCCl. Drug 2: CC(C)(C#N)C1=CC(=CC(=C1)CN2C=NC=N2)C(C)(C)C#N. Cell line: HS 578T. Synergy scores: CSS=10.7, Synergy_ZIP=-4.11, Synergy_Bliss=0.683, Synergy_Loewe=-0.494, Synergy_HSA=0.279. (3) Drug 1: C1=CC(=CC=C1C#N)C(C2=CC=C(C=C2)C#N)N3C=NC=N3. Drug 2: C1CC(=O)NC(=O)C1N2C(=O)C3=CC=CC=C3C2=O. Cell line: ACHN. Synergy scores: CSS=-1.07, Synergy_ZIP=8.69, Synergy_Bliss=-2.35, Synergy_Loewe=-2.25, Synergy_HSA=-3.42.